From a dataset of Reaction yield outcomes from USPTO patents with 853,638 reactions. Predict the reaction yield, written as a fraction of the theoretical maximum amount of product (1.0 means a 100% yield; for example, 0.34 means a 34% yield). (1) The reactants are Cl[CH2:2][C:3]([N:5]1[C:11]2[CH:12]=[CH:13][C:14]([Cl:16])=[CH:15][C:10]=2[CH2:9][CH2:8][C:7]2[CH:17]=[C:18]([Cl:21])[CH:19]=[CH:20][C:6]1=2)=[O:4].[C-:22]#[N:23].[Na+]. The catalyst is CN(C=O)C.C(Cl)Cl. The product is [Cl:16][C:14]1[CH:13]=[CH:12][C:11]2[N:5]([C:3](=[O:4])[CH2:2][C:22]#[N:23])[C:6]3[CH:20]=[CH:19][C:18]([Cl:21])=[CH:17][C:7]=3[CH2:8][CH2:9][C:10]=2[CH:15]=1. The yield is 0.590. (2) The reactants are [CH3:1][O:2][C:3]1[CH:28]=[CH:27][C:6]([CH2:7][N:8]2[C:16](=O)[C:15]3[C:10](=[CH:11][CH:12]=[CH:13][C:14]=3[O:18][CH2:19][CH2:20][O:21][CH2:22][CH2:23][O:24][CH3:25])[C:9]2=O)=[CH:5][CH:4]=1.[H-].[Al+3].[Li+].[H-].[H-].[H-].C1COCC1. No catalyst specified. The product is [CH3:1][O:2][C:3]1[CH:4]=[CH:5][C:6]([CH2:7][N:8]2[CH2:16][C:15]3[C:10](=[CH:11][CH:12]=[CH:13][C:14]=3[O:18][CH2:19][CH2:20][O:21][CH2:22][CH2:23][O:24][CH3:25])[CH2:9]2)=[CH:27][CH:28]=1. The yield is 0.970. (3) The reactants are [F:1][C:2]1[CH:3]=[C:4]([NH:22][C:23]([NH:25][C:26]2[CH:31]=[CH:30][C:29]([C:32]([F:35])([F:34])[F:33])=[CH:28][CH:27]=2)=[O:24])[CH:5]=[CH:6][C:7]=1[O:8][C:9]1[C:18]2[C:13](=[CH:14][C:15]([OH:21])=[C:16]([O:19][CH3:20])[CH:17]=2)[N:12]=[CH:11][CH:10]=1.[CH:36]1([O:41][C:42](=[O:55])[C@H:43]([NH:47][C:48]([O:50][C:51]([CH3:54])([CH3:53])[CH3:52])=[O:49])[CH2:44][CH2:45]Br)[CH2:40][CH2:39][CH2:38][CH2:37]1.[C:56]([O-])([O-])=O.[K+].[K+]. The catalyst is CN(C=O)C. The product is [CH:36]1([O:41][C:42](=[O:55])[C@H:43]([NH:47][C:48]([O:50][C:51]([CH3:54])([CH3:53])[CH3:52])=[O:49])[CH2:44][CH2:45][CH2:56][O:21][C:15]2[CH:14]=[C:13]3[C:18]([C:9]([O:8][C:7]4[CH:6]=[CH:5][C:4]([NH:22][C:23]([NH:25][C:26]5[CH:31]=[CH:30][C:29]([C:32]([F:35])([F:33])[F:34])=[CH:28][CH:27]=5)=[O:24])=[CH:3][C:2]=4[F:1])=[CH:10][CH:11]=[N:12]3)=[CH:17][C:16]=2[O:19][CH3:20])[CH2:40][CH2:39][CH2:38][CH2:37]1. The yield is 0.660. (4) The reactants are [O:1]1[CH2:6][CH2:5][CH2:4][O:3][CH:2]1[CH2:7][CH2:8][N:9]1[CH2:14][CH2:13][CH:12]([N:15]([CH2:28][C:29]2[CH:34]=[CH:33][C:32]([F:35])=[CH:31][CH:30]=2)C(=O)CC2C=CC(C(C)C)=CC=2)[CH2:11][CH2:10]1.C(O)[C@@H](O)C. No catalyst specified. The product is [O:1]1[CH2:6][CH2:5][CH2:4][O:3][CH:2]1[CH2:7][CH2:8][N:9]1[CH2:10][CH2:11][CH:12]([NH:15][CH2:28][C:29]2[CH:34]=[CH:33][C:32]([F:35])=[CH:31][CH:30]=2)[CH2:13][CH2:14]1. The yield is 0.340.